From a dataset of NCI-60 drug combinations with 297,098 pairs across 59 cell lines. Regression. Given two drug SMILES strings and cell line genomic features, predict the synergy score measuring deviation from expected non-interaction effect. (1) Drug 1: CC1=C(C=C(C=C1)NC(=O)C2=CC=C(C=C2)CN3CCN(CC3)C)NC4=NC=CC(=N4)C5=CN=CC=C5. Drug 2: CN(C(=O)NC(C=O)C(C(C(CO)O)O)O)N=O. Cell line: EKVX. Synergy scores: CSS=4.65, Synergy_ZIP=-3.39, Synergy_Bliss=-0.428, Synergy_Loewe=-0.234, Synergy_HSA=0.150. (2) Drug 1: CN(C)C1=NC(=NC(=N1)N(C)C)N(C)C. Drug 2: CC1CCC2CC(C(=CC=CC=CC(CC(C(=O)C(C(C(=CC(C(=O)CC(OC(=O)C3CCCCN3C(=O)C(=O)C1(O2)O)C(C)CC4CCC(C(C4)OC)OCCO)C)C)O)OC)C)C)C)OC. Cell line: MOLT-4. Synergy scores: CSS=22.2, Synergy_ZIP=1.15, Synergy_Bliss=-0.285, Synergy_Loewe=-31.3, Synergy_HSA=-3.90.